From a dataset of Forward reaction prediction with 1.9M reactions from USPTO patents (1976-2016). Predict the product of the given reaction. Given the reactants [Li+].[OH-].O.[OH:4][C@@:5]1([C:17]([O:19]CC)=[O:18])[CH2:9][CH2:8][N:7]([C:10]2[CH:15]=[CH:14][CH:13]=[CH:12][CH:11]=2)[C:6]1=[O:16], predict the reaction product. The product is: [OH:4][C@@:5]1([C:17]([OH:19])=[O:18])[CH2:9][CH2:8][N:7]([C:10]2[CH:15]=[CH:14][CH:13]=[CH:12][CH:11]=2)[C:6]1=[O:16].